Dataset: Forward reaction prediction with 1.9M reactions from USPTO patents (1976-2016). Task: Predict the product of the given reaction. (1) Given the reactants [Br:1][C:2]1[CH:3]=[C:4]2[C:9]([NH:10][CH:11]3[CH2:16][CH2:15][NH:14][CH2:13][C:12]3([CH3:18])[CH3:17])=[C:8]([C:19]([NH2:21])=[O:20])[CH:7]=[N:6][N:5]2[CH:22]=1.CCN(C(C)C)C(C)C.[CH3:32][S:33](Cl)(=[O:35])=[O:34], predict the reaction product. The product is: [Br:1][C:2]1[CH:3]=[C:4]2[C:9]([NH:10][CH:11]3[CH2:16][CH2:15][N:14]([S:33]([CH3:32])(=[O:35])=[O:34])[CH2:13][C:12]3([CH3:18])[CH3:17])=[C:8]([C:19]([NH2:21])=[O:20])[CH:7]=[N:6][N:5]2[CH:22]=1. (2) Given the reactants [Cl:1][C:2]1[N:6]([C:7]2[CH:12]=[CH:11][C:10]([C:13]3[CH:18]=[CH:17][CH:16]=[C:15]([O:19][CH3:20])[C:14]=3[OH:21])=[CH:9][CH:8]=2)[C:5]([C:22]([O:24]CC)=O)=[C:4]([NH:27][C:28](=[O:36])[CH2:29][C:30]2[CH:35]=[CH:34][CH:33]=[CH:32][CH:31]=2)[CH:3]=1.C[Si]([N-][Si](C)(C)C)(C)C.[K+], predict the reaction product. The product is: [Cl:1][C:2]1[N:6]([C:7]2[CH:8]=[CH:9][C:10]([C:13]3[CH:18]=[CH:17][CH:16]=[C:15]([O:19][CH3:20])[C:14]=3[OH:21])=[CH:11][CH:12]=2)[C:5]2[C:22]([OH:24])=[C:29]([C:30]3[CH:31]=[CH:32][CH:33]=[CH:34][CH:35]=3)[C:28](=[O:36])[NH:27][C:4]=2[CH:3]=1.